Dataset: HIV replication inhibition screening data with 41,000+ compounds from the AIDS Antiviral Screen. Task: Binary Classification. Given a drug SMILES string, predict its activity (active/inactive) in a high-throughput screening assay against a specified biological target. (1) The drug is COC(=N)CCCl.Cl. The result is 0 (inactive). (2) The compound is C#CCOC(=O)c1ccccc1OC(C)=O. The result is 0 (inactive). (3) The compound is COC(=O)c1cc(CN(C)C)c(O)c(CN(C)C)c1.Cl. The result is 0 (inactive).